This data is from Full USPTO retrosynthesis dataset with 1.9M reactions from patents (1976-2016). The task is: Predict the reactants needed to synthesize the given product. (1) Given the product [C:24]1([C:23]2[NH:7][C:2]3[C:3]([S:10]([OH:13])(=[O:12])=[O:11])=[CH:4][C:5]([S:15]([OH:18])(=[O:16])=[O:14])=[CH:6][C:1]=3[N:8]=2)[CH:29]=[CH:28][CH:27]=[CH:26][CH:25]=1, predict the reactants needed to synthesize it. The reactants are: [C:1]1([NH2:8])[CH:6]=[CH:5][CH:4]=[CH:3][C:2]=1[NH2:7].O[S:10]([OH:13])(=[O:12])=[O:11].[OH:14][S:15]([OH:18])(=O)=[O:16].O=S(=O)=O.[C:23](O)(=O)[C:24]1[CH:29]=[CH:28][CH:27]=[CH:26][CH:25]=1. (2) Given the product [CH2:2]([O:9][C:10]1[CH:19]=[CH:18][CH:17]=[C:16]2[C:11]=1[CH2:12][CH2:13][CH2:14][CH:15]2[C:20]([N:22]([C:29]1[CH:30]=[N:31][C:32]([CH:35]([CH3:37])[CH3:36])=[CH:33][CH:34]=1)[CH2:23][C:24]1[CH:25]=[N:26][N:27]([CH2:39][C:40]2[CH:41]=[N:42][C:43]([CH:46]([CH3:48])[CH3:47])=[CH:44][CH:45]=2)[CH:28]=1)=[O:21])[C:3]1[CH:8]=[CH:7][CH:6]=[CH:5][CH:4]=1, predict the reactants needed to synthesize it. The reactants are: Cl.[CH2:2]([O:9][C:10]1[CH:19]=[CH:18][CH:17]=[C:16]2[C:11]=1[CH2:12][CH2:13][CH2:14][CH:15]2[C:20]([N:22]([C:29]1[CH:30]=[N:31][C:32]([CH:35]([CH3:37])[CH3:36])=[CH:33][CH:34]=1)[CH2:23][C:24]1[CH:25]=[N:26][NH:27][CH:28]=1)=[O:21])[C:3]1[CH:8]=[CH:7][CH:6]=[CH:5][CH:4]=1.Cl[CH2:39][C:40]1[CH:41]=[N:42][C:43]([CH:46]([CH3:48])[CH3:47])=[CH:44][CH:45]=1. (3) Given the product [CH2:1]([S:8][C:9]1[CH:10]=[C:11]2[C:16](=[CH:17][CH:18]=1)[C:15]([Cl:19])=[N:14][CH:13]=[C:12]2[OH:20])[C:2]1[CH:7]=[CH:6][CH:5]=[CH:4][CH:3]=1, predict the reactants needed to synthesize it. The reactants are: [CH2:1]([S:8][C:9]1[CH:10]=[C:11]2[C:16](=[CH:17][CH:18]=1)[C:15]([Cl:19])=[N:14][CH:13]=[C:12]2[O:20]C)[C:2]1[CH:7]=[CH:6][CH:5]=[CH:4][CH:3]=1.B(Br)(Br)Br. (4) Given the product [NH2:25][CH2:24][C:21]1[N:20]=[N:19][C:18]([O:17][C:13]2[CH:14]=[C:15]([CH3:16])[C:7]3[CH:6]([CH2:5][C:4]([OH:26])=[O:3])[O:10][B:9]([OH:11])[C:8]=3[CH:12]=2)=[CH:23][CH:22]=1, predict the reactants needed to synthesize it. The reactants are: C([O:3][C:4](=[O:26])[CH2:5][CH:6]1[O:10][B:9]([OH:11])[C:8]2[CH:12]=[C:13]([O:17][C:18]3[N:19]=[N:20][C:21]([CH2:24][NH2:25])=[CH:22][CH:23]=3)[CH:14]=[C:15]([CH3:16])[C:7]1=2)C.[Li+].[OH-].Cl. (5) Given the product [CH3:1][C:2]1[N:6]([CH2:7][C:8]2[C:17]3[C:12](=[CH:13][CH:14]=[CH:15][CH:16]=3)[CH:11]=[CH:10][CH:9]=2)[C:5]2[CH:18]=[C:19]([N:24]3[CH2:29][CH2:28][O:27][CH2:26][CH2:25]3)[CH:20]=[C:21]([C:22]3[NH:34][N:33]=[C:30]([CH3:31])[N:23]=3)[C:4]=2[N:3]=1, predict the reactants needed to synthesize it. The reactants are: [CH3:1][C:2]1[N:6]([CH2:7][C:8]2[C:17]3[C:12](=[CH:13][CH:14]=[CH:15][CH:16]=3)[CH:11]=[CH:10][CH:9]=2)[C:5]2[CH:18]=[C:19]([N:24]3[CH2:29][CH2:28][O:27][CH2:26][CH2:25]3)[CH:20]=[C:21]([C:22]#[N:23])[C:4]=2[N:3]=1.[C:30]([NH:33][NH2:34])(=O)[CH3:31].C(=O)([O-])[O-].[K+].[K+].C(Cl)Cl. (6) Given the product [CH2:37]([NH:39][C:4]([C:6]1[CH:10]=[C:9]([C:11]2[CH:16]=[C:15]([C:17]([CH3:19])([CH3:18])[CH3:20])[C:14]([O:21][CH2:22][C:23]3[CH:24]=[CH:25][CH:26]=[CH:27][CH:28]=3)=[CH:13][C:12]=2[O:29][CH2:30][C:31]2[CH:32]=[CH:33][CH:34]=[CH:35][CH:36]=2)[O:8][N:7]=1)=[O:5])[CH3:38], predict the reactants needed to synthesize it. The reactants are: C(O[C:4]([C:6]1[CH:10]=[C:9]([C:11]2[CH:16]=[C:15]([C:17]([CH3:20])([CH3:19])[CH3:18])[C:14]([O:21][CH2:22][C:23]3[CH:28]=[CH:27][CH:26]=[CH:25][CH:24]=3)=[CH:13][C:12]=2[O:29][CH2:30][C:31]2[CH:36]=[CH:35][CH:34]=[CH:33][CH:32]=2)[O:8][N:7]=1)=[O:5])C.[CH2:37]([NH2:39])[CH3:38]. (7) Given the product [Cl:49][C:46]1[CH:47]=[CH:48][C:43]([C@@H:39]([C@H:33]2[N:32]([C:30]([O:29][C:25]([CH3:27])([CH3:26])[CH3:28])=[O:31])[C:36]([CH3:38])([CH3:37])[CH2:35][CH2:34]2)[C:40](=[O:41])[N:21]2[CH2:20][CH2:19][N:18]([C:10]3[C:9]([C:3]4[CH:4]=[CH:5][CH:6]=[CH:7][CH:8]=4)=[CH:14][N:13]=[C:12]4[NH:15][CH:16]=[CH:17][C:11]=34)[CH2:23][CH2:22]2)=[CH:44][C:45]=1[F:50], predict the reactants needed to synthesize it. The reactants are: Cl.Cl.[C:3]1([C:9]2[C:10]([N:18]3[CH2:23][CH2:22][NH:21][CH2:20][CH2:19]3)=[C:11]3[CH:17]=[CH:16][NH:15][C:12]3=[N:13][CH:14]=2)[CH:8]=[CH:7][CH:6]=[CH:5][CH:4]=1.[Na+].[C:25]([O:29][C:30]([N:32]1[C:36]([CH3:38])([CH3:37])[CH2:35][CH2:34][C@H:33]1[C@H:39]([C:43]1[CH:48]=[CH:47][C:46]([Cl:49])=[C:45]([F:50])[CH:44]=1)[C:40]([O-])=[O:41])=[O:31])([CH3:28])([CH3:27])[CH3:26].CN(C(ON1N=NC2C=CC=CC1=2)=[N+](C)C)C.[B-](F)(F)(F)F.CCN(C(C)C)C(C)C. (8) Given the product [C:19]1(/[CH:18]=[CH:17]\[C:14]2[CH:15]=[C:16]3[C:11](=[CH:12][CH:13]=2)[NH:10][N:9]=[C:8]3[C:5]2[CH:4]=[CH:3][C:2]([F:1])=[CH:7][CH:6]=2)[CH:20]=[CH:21][CH:22]=[CH:23][CH:24]=1, predict the reactants needed to synthesize it. The reactants are: [F:1][C:2]1[CH:7]=[CH:6][C:5]([C:8]2[C:16]3[C:11](=[CH:12][CH:13]=[C:14]([C:17]#[C:18][C:19]4[CH:24]=[CH:23][CH:22]=[CH:21][CH:20]=4)[CH:15]=3)[NH:10][N:9]=2)=[CH:4][CH:3]=1.N1C2C(=CC=CC=2)C=CC=1. (9) Given the product [C:23]([O:26][CH:27]1[C:28]([O:73][CH:1]([O:3][CH2:4][CH3:5])[CH3:2])([CH3:72])[CH2:29][CH2:30][CH:31]([O:64][Si:65]([C:68]([CH3:69])([CH3:70])[CH3:71])([CH3:66])[CH3:67])[CH2:32][C:33]([O:35][CH:36](/[C:41](/[CH3:63])=[CH:42]/[CH:43]=[CH:44]/[CH:45]([CH3:62])[CH2:46][CH:47]2[O:61][CH:48]2[CH:49]([CH3:60])[CH:50]([O:53][C:54](=[O:59])[CH2:55][O:56][CH2:57][CH3:58])[CH2:51][CH3:52])[CH:37]([CH3:40])[CH:38]=[CH:39]1)=[O:34])(=[O:25])[CH3:24], predict the reactants needed to synthesize it. The reactants are: [CH:1]([O:3][CH2:4][CH3:5])=[CH2:2].C1(C)C=CC(S([O-])(=O)=O)=CC=1.[NH+]1C=CC=CC=1.[C:23]([O:26][CH:27]1[CH:39]=[CH:38][CH:37]([CH3:40])[CH:36]([C:41]([CH3:63])=[CH:42][CH:43]=[CH:44][CH:45]([CH3:62])[CH2:46][CH:47]2[O:61][CH:48]2[CH:49]([CH3:60])[CH:50]([O:53][C:54](=[O:59])[CH2:55][O:56][CH2:57][CH3:58])[CH2:51][CH3:52])[O:35][C:33](=[O:34])[CH2:32][CH:31]([O:64][Si:65]([C:68]([CH3:71])([CH3:70])[CH3:69])([CH3:67])[CH3:66])[CH2:30][CH2:29][C:28]1([OH:73])[CH3:72])(=[O:25])[CH3:24]. (10) Given the product [Br-:30].[OH:27][C:16]([C:22]1[S:23][CH:24]=[CH:25][CH:26]=1)([C:17]1[S:18][CH:19]=[CH:20][CH:21]=1)[C:15]([O:14][C@@H:11]1[CH2:12][CH2:13][N+:9]([CH3:31])([CH2:8][CH2:7][CH2:6][C:2]2[S:1][CH:5]=[CH:4][CH:3]=2)[CH2:10]1)=[O:28], predict the reactants needed to synthesize it. The reactants are: [S:1]1[CH:5]=[CH:4][CH:3]=[C:2]1[CH2:6][CH2:7][CH2:8][N:9]1[CH2:13][CH2:12][C@@H:11]([O:14][C:15](=[O:28])[C:16]([OH:27])([C:22]2[S:23][CH:24]=[CH:25][CH:26]=2)[C:17]2[S:18][CH:19]=[CH:20][CH:21]=2)[CH2:10]1.C[Br:30].[CH3:31]COCC.